This data is from Forward reaction prediction with 1.9M reactions from USPTO patents (1976-2016). The task is: Predict the product of the given reaction. (1) Given the reactants [C:1]([O:5][C:6](=[O:34])[N:7]([CH:9]1[CH2:14][CH2:13][CH:12]([NH:15][CH2:16][C:17]2[CH:18]=[C:19]([C:26]3[CH:31]=[CH:30][C:29]([C:32]#[N:33])=[CH:28][CH:27]=3)[CH:20]=[CH:21][C:22]=2[O:23][CH2:24][CH3:25])[CH2:11][CH2:10]1)[CH3:8])([CH3:4])([CH3:3])[CH3:2].[Cl:35][C:36]1[C:37]2[CH:47]=[CH:46][CH:45]=[CH:44][C:38]=2[S:39][C:40]=1[C:41](Cl)=[O:42], predict the reaction product. The product is: [C:1]([O:5][C:6](=[O:34])[N:7]([CH:9]1[CH2:14][CH2:13][CH:12]([N:15]([C:41]([C:40]2[S:39][C:38]3[CH:44]=[CH:45][CH:46]=[CH:47][C:37]=3[C:36]=2[Cl:35])=[O:42])[CH2:16][C:17]2[CH:18]=[C:19]([C:26]3[CH:31]=[CH:30][C:29]([C:32]#[N:33])=[CH:28][CH:27]=3)[CH:20]=[CH:21][C:22]=2[O:23][CH2:24][CH3:25])[CH2:11][CH2:10]1)[CH3:8])([CH3:2])([CH3:3])[CH3:4]. (2) Given the reactants [F:1][C:2]([F:21])([F:20])[O:3][C:4]1[CH:5]=[C:6]([NH:10][C:11]([C@@H:13]2[CH2:17][CH2:16][C@H:15]([CH2:18][OH:19])[NH:14]2)=[O:12])[CH:7]=[CH:8][CH:9]=1.[CH3:22][C:23]([O:26][C:27](O[C:27]([O:26][C:23]([CH3:25])([CH3:24])[CH3:22])=[O:28])=[O:28])([CH3:25])[CH3:24].C([O-])(O)=O.[Na+].Cl, predict the reaction product. The product is: [C:23]([O:26][C:27]([N:14]1[C@@H:15]([CH2:18][OH:19])[CH2:16][CH2:17][C@H:13]1[C:11](=[O:12])[NH:10][C:6]1[CH:7]=[CH:8][CH:9]=[C:4]([O:3][C:2]([F:20])([F:1])[F:21])[CH:5]=1)=[O:28])([CH3:25])([CH3:24])[CH3:22]. (3) The product is: [Cl:33][C:34]1[CH:39]=[CH:38][CH:37]=[CH:36][C:35]=1[C:40]1[N:41]([CH3:50])[C:42]([C:45]([CH3:49])([CH3:48])/[CH:46]=[CH:2]/[C:3]2[CH:4]=[CH:5][CH:6]=[CH:7][CH:8]=2)=[N:43][N:44]=1. Given the reactants [Br-].[CH2:2]([P+](C1C=CC=CC=1)(C1C=CC=CC=1)C1C=CC=CC=1)[C:3]1[CH:8]=[CH:7][CH:6]=[CH:5][CH:4]=1.C([Li])CCC.[Cl:33][C:34]1[CH:39]=[CH:38][CH:37]=[CH:36][C:35]=1[C:40]1[N:41]([CH3:50])[C:42]([C:45]([CH3:49])([CH3:48])[CH:46]=O)=[N:43][N:44]=1, predict the reaction product.